The task is: Predict which catalyst facilitates the given reaction.. This data is from Catalyst prediction with 721,799 reactions and 888 catalyst types from USPTO. (1) Reactant: [Cl:1][C:2]1[CH:3]=[C:4]([C:9](=[O:11])[CH3:10])[CH:5]=[CH:6][C:7]=1[SH:8].[H-].[Na+].I[CH:15]1[CH2:20][CH2:19][O:18][CH2:17][CH2:16]1. The catalyst class is: 3. Product: [Cl:1][C:2]1[CH:3]=[C:4]([C:9](=[O:11])[CH3:10])[CH:5]=[CH:6][C:7]=1[S:8][CH:15]1[CH2:20][CH2:19][O:18][CH2:17][CH2:16]1. (2) Reactant: Br[C:2]1[N:6]2[CH:7]=[CH:8][CH:9]=[CH:10][C:5]2=[N:4][CH:3]=1.[Li]CCCC.[CH2:16]([Sn:20](Cl)([CH2:25][CH2:26][CH2:27][CH3:28])[CH2:21][CH2:22][CH2:23][CH3:24])[CH2:17][CH2:18][CH3:19]. Product: [CH2:25]([Sn:20]([CH2:16][CH2:17][CH2:18][CH3:19])([CH2:21][CH2:22][CH2:23][CH3:24])[C:2]1[N:6]2[CH:7]=[CH:8][CH:9]=[CH:10][C:5]2=[N:4][CH:3]=1)[CH2:26][CH2:27][CH3:28]. The catalyst class is: 1.